The task is: Predict the reactants needed to synthesize the given product.. This data is from Full USPTO retrosynthesis dataset with 1.9M reactions from patents (1976-2016). (1) Given the product [NH2:6][CH2:5][C@@H:4]([CH2:3][CH:2]([CH3:17])[CH3:1])[CH2:13][C:14]([OH:16])=[O:15], predict the reactants needed to synthesize it. The reactants are: [CH3:1][CH:2]([CH3:17])[CH2:3][C@@H:4]([CH2:13][C:14]([OH:16])=[O:15])[CH2:5][NH:6]C(=O)OC(C)C.Cl.[OH-].[Na+]. (2) Given the product [F:32][C:29]([F:30])([F:31])[C:25]1[CH:24]=[C:23]([S:20]([CH2:19][CH2:18][S:7][C:8]2[N:16]=[CH:15][CH:14]=[CH:13][C:9]=2[C:10]([OH:12])=[O:11])(=[O:21])=[O:22])[CH:28]=[CH:27][CH:26]=1, predict the reactants needed to synthesize it. The reactants are: C([O-])([O-])=O.[K+].[K+].[SH:7][C:8]1[N:16]=[CH:15][CH:14]=[CH:13][C:9]=1[C:10]([OH:12])=[O:11].Cl[CH2:18][CH2:19][S:20]([C:23]1[CH:28]=[CH:27][CH:26]=[C:25]([C:29]([F:32])([F:31])[F:30])[CH:24]=1)(=[O:22])=[O:21].Cl. (3) Given the product [Br:13][C:14]1[CH:15]=[C:16]2[C:22]([CH2:23][N:7]3[CH2:8][CH:4]([CH:3]=[C:2]([F:10])[F:1])[CH2:5][C:6]3=[O:9])=[N:21][NH:20][C:17]2=[N:18][CH:19]=1, predict the reactants needed to synthesize it. The reactants are: [F:1][C:2]([F:10])=[CH:3][CH:4]1[CH2:8][NH:7][C:6](=[O:9])[CH2:5]1.[H-].[Na+].[Br:13][C:14]1[CH:15]=[C:16]2[C:22]([CH2:23]Br)=[N:21][N:20](C(OC(C)(C)C)=O)[C:17]2=[N:18][CH:19]=1. (4) Given the product [CH3:28][C:21]1[N:20]=[C:19]([O:18][CH2:17][CH2:16][C@H:15]([CH:12]2[CH2:11][CH2:10][NH:9][CH2:14][CH2:13]2)[CH3:29])[CH:27]=[CH:26][C:22]=1[C:23]([OH:25])=[O:24], predict the reactants needed to synthesize it. The reactants are: Cl.C(OC([N:9]1[CH2:14][CH2:13][CH:12]([C@H:15]([CH3:29])[CH2:16][CH2:17][O:18][C:19]2[CH:27]=[CH:26][C:22]([C:23]([OH:25])=[O:24])=[C:21]([CH3:28])[N:20]=2)[CH2:11][CH2:10]1)=O)(C)(C)C. (5) Given the product [C:1]([O:5][C:6](=[O:7])[N:8]([CH2:9][CH2:10][CH2:11][C:12](=[O:14])[NH:31][C:32]1[N:64]=[C:35]2[C:36]([C:54]3[CH:59]=[CH:58][CH:57]=[C:56]([C:60]([F:62])([F:63])[F:61])[CH:55]=3)=[C:37]([CH3:53])[C:38]([C:40]3[N:44]([C:45]4[CH:52]=[CH:51][C:48]([C:49]#[N:50])=[CH:47][CH:46]=4)[N:43]=[CH:42][CH:41]=3)=[CH:39][N:34]2[N:33]=1)[CH3:15])([CH3:2])([CH3:3])[CH3:4], predict the reactants needed to synthesize it. The reactants are: [C:1]([O:5][C:6]([N:8]([CH3:15])[CH2:9][CH2:10][CH2:11][C:12]([OH:14])=O)=[O:7])([CH3:4])([CH3:3])[CH3:2].CN1CCOCC1.ClC(OCC(C)C)=O.[NH2:31][C:32]1[N:64]=[C:35]2[C:36]([C:54]3[CH:59]=[CH:58][CH:57]=[C:56]([C:60]([F:63])([F:62])[F:61])[CH:55]=3)=[C:37]([CH3:53])[C:38]([C:40]3[N:44]([C:45]4[CH:52]=[CH:51][C:48]([C:49]#[N:50])=[CH:47][CH:46]=4)[N:43]=[CH:42][CH:41]=3)=[CH:39][N:34]2[N:33]=1.C(OC(N(C)CCCC(OC(OCC(C)C)=O)=O)=O)(C)(C)C.